From a dataset of Full USPTO retrosynthesis dataset with 1.9M reactions from patents (1976-2016). Predict the reactants needed to synthesize the given product. (1) Given the product [Cl:11][C:8]1[CH:7]=[C:3]2[C:2](=[CH:10][CH:9]=1)[N:1]=[C:12]([C:13]([O:15][CH2:16][CH3:17])=[O:14])[NH:6][C:4]2=[O:5], predict the reactants needed to synthesize it. The reactants are: [NH2:1][C:2]1[CH:10]=[CH:9][C:8]([Cl:11])=[CH:7][C:3]=1[C:4]([NH2:6])=[O:5].[C:12](OCC)(=O)[C:13]([O:15][CH2:16][CH3:17])=[O:14]. (2) Given the product [N:4]1[CH:9]=[CH:8][CH:7]=[CH:6][C:5]=1[CH2:10][N:11]([C:18]([C:20]1[C:29]([NH:30][C:31]([NH:33][C:34]2[C:39]([Cl:40])=[CH:38][C:37]([Cl:41])=[CH:36][C:35]=2[Cl:42])=[O:32])=[CH:28][C:27]2[C:22](=[CH:23][CH:24]=[CH:25][CH:26]=2)[CH:21]=1)=[O:19])[CH2:12][C:13]([OH:15])=[O:14], predict the reactants needed to synthesize it. The reactants are: O.[OH-].[Li+].[N:4]1[CH:9]=[CH:8][CH:7]=[CH:6][C:5]=1[CH2:10][N:11]([C:18]([C:20]1[C:29]([NH:30][C:31]([NH:33][C:34]2[C:39]([Cl:40])=[CH:38][C:37]([Cl:41])=[CH:36][C:35]=2[Cl:42])=[O:32])=[CH:28][C:27]2[C:22](=[CH:23][CH:24]=[CH:25][CH:26]=2)[CH:21]=1)=[O:19])[CH2:12][C:13]([O:15]CC)=[O:14].O.Cl. (3) Given the product [OH:2][C:3]1[CH:8]=[C:7]([C:9]2[CH:18]=[CH:17][C:16]3[C:11](=[CH:12][CH:13]=[C:14]([OH:19])[CH:15]=3)[CH:10]=2)[CH:6]=[CH:5][C:4]=1[NH:21][C:22](=[O:29])[C:23]1[CH:28]=[CH:27][CH:26]=[CH:25][CH:24]=1, predict the reactants needed to synthesize it. The reactants are: C[O:2][C:3]1[CH:8]=[C:7]([C:9]2[CH:18]=[CH:17][C:16]3[C:11](=[CH:12][CH:13]=[C:14]([O:19]C)[CH:15]=3)[CH:10]=2)[CH:6]=[CH:5][C:4]=1[NH:21][C:22](=[O:29])[C:23]1[CH:28]=[CH:27][CH:26]=[CH:25][CH:24]=1.B(Br)(Br)Br. (4) Given the product [Cl:17][C:18]1[N:19]=[N:20][C:21]([N:24]2[C:8]([C:5]3[CH:4]=[N:3][C:2]([CH3:1])=[CH:7][N:6]=3)=[CH:9][C:10]([C:11]([O:13][CH3:14])=[O:12])=[N:25]2)=[CH:22][CH:23]=1, predict the reactants needed to synthesize it. The reactants are: [CH3:1][C:2]1[N:3]=[CH:4][C:5]([C:8](=O)[CH2:9][C:10](=O)[C:11]([O:13][CH3:14])=[O:12])=[N:6][CH:7]=1.[Cl:17][C:18]1[N:19]=[N:20][C:21]([NH:24][NH2:25])=[CH:22][CH:23]=1. (5) Given the product [C:30]([O:34][C:35](=[O:43])[NH:36][C@@H:37]1[CH2:42][CH2:41][CH2:40][N:39]([CH2:24][C:23]2[C:22]([C:26]([F:28])([F:29])[F:27])=[CH:21][C:4]([C:5](=[O:6])[NH:7][CH2:8][C:9]3[CH:14]=[C:13]([Cl:15])[CH:12]=[CH:11][C:10]=3[S:16]([CH2:19][CH3:20])(=[O:18])=[O:17])=[CH:3][C:2]=2[Br:1])[CH2:38]1)([CH3:33])([CH3:31])[CH3:32], predict the reactants needed to synthesize it. The reactants are: [Br:1][C:2]1[CH:3]=[C:4]([CH:21]=[C:22]([C:26]([F:29])([F:28])[F:27])[C:23]=1[CH:24]=O)[C:5]([NH:7][CH2:8][C:9]1[CH:14]=[C:13]([Cl:15])[CH:12]=[CH:11][C:10]=1[S:16]([CH2:19][CH3:20])(=[O:18])=[O:17])=[O:6].[C:30]([O:34][C:35](=[O:43])[NH:36][C@@H:37]1[CH2:42][CH2:41][CH2:40][NH:39][CH2:38]1)([CH3:33])([CH3:32])[CH3:31]. (6) Given the product [CH3:20][C:11]1([C:14]2[CH:19]=[CH:18][CH:17]=[CH:16][CH:15]=2)[O:10][C:9](=[O:21])[N:8]([C:4]2[CH:5]=[CH:6][CH:7]=[C:2]([C:24]3[CH:23]=[N:22][CH:27]=[CH:26][CH:25]=3)[CH:3]=2)[CH2:13][CH2:12]1, predict the reactants needed to synthesize it. The reactants are: Br[C:2]1[CH:3]=[C:4]([N:8]2[CH2:13][CH2:12][C:11]([CH3:20])([C:14]3[CH:19]=[CH:18][CH:17]=[CH:16][CH:15]=3)[O:10][C:9]2=[O:21])[CH:5]=[CH:6][CH:7]=1.[N:22]1[CH:27]=[CH:26][CH:25]=[C:24](B(O)O)[CH:23]=1.